Dataset: Forward reaction prediction with 1.9M reactions from USPTO patents (1976-2016). Task: Predict the product of the given reaction. Given the reactants [S:1]1[CH:5]=[CH:4][CH:3]=[C:2]1[S:6][C:7]1[S:8][CH:9]=[CH:10][CH:11]=1.[O-:12][S:13]([C:16]([F:19])([F:18])[F:17])(=[O:15])=[O:14].[C:20]1([I+]C2C=CC=CC=2)[CH:25]=[CH:24][CH:23]=[CH:22][CH:21]=1.C(OCC)C, predict the reaction product. The product is: [O-:15][S:13]([C:16]([F:19])([F:18])[F:17])(=[O:14])=[O:12].[S:1]1[CH:5]=[CH:4][CH:3]=[C:2]1[S+:6]([C:7]1[S:8][CH:9]=[CH:10][CH:11]=1)[C:20]1[CH:25]=[CH:24][CH:23]=[CH:22][CH:21]=1.